Dataset: Forward reaction prediction with 1.9M reactions from USPTO patents (1976-2016). Task: Predict the product of the given reaction. (1) Given the reactants [Cl:1][C:2]1[S:3][C:4]([C:9]([O:11][CH2:12][CH3:13])=[O:10])=[C:5]([CH2:7][OH:8])[N:6]=1.C([OH:17])(C)C, predict the reaction product. The product is: [Cl:1][C:2]1[S:3][C:4]([C:9]([O:11][CH2:12][CH3:13])=[O:10])=[C:5]([C:7]([OH:17])=[O:8])[N:6]=1. (2) The product is: [N:3]1[CH:8]=[CH:7][CH:6]=[CH:5][C:4]=1[C:9]1([C:10]#[N:11])[CH2:17][CH2:16][CH2:15][CH2:14][CH2:13]1. Given the reactants [H-].[Na+].[N:3]1[CH:8]=[CH:7][CH:6]=[CH:5][C:4]=1[CH2:9][C:10]#[N:11].Br[CH2:13][CH2:14][CH2:15][CH2:16][CH2:17]Br, predict the reaction product. (3) Given the reactants BrC1[CH:7]=[CH:6][CH:5]=[CH:4][C:3]=1[S:8]C.[CH3:10][C@@H:11]1[CH2:16][NH:15][CH2:14][CH2:13][NH:12]1.C1C=CC(P(C2C(C3C(P(C4C=CC=CC=4)C4C=CC=CC=4)=CC=C4C=3C=CC=C4)=C3C(C=CC=C3)=CC=2)C2C=CC=CC=2)=CC=1.CC(C)([O-])C.[Na+], predict the reaction product. The product is: [CH3:10][C@H:11]1[NH:12][CH2:13][CH2:14][N:15]([C:5]2[CH:4]=[CH:3][S:8][C:6]=2[CH3:7])[CH2:16]1. (4) Given the reactants [CH3:1][C:2]1([CH3:12])[O:6][C@@H:5]2[C@@H:7]([CH3:11])[CH2:8][C:9](=[O:10])[C@@H:4]2[O:3]1.CC(C[AlH]CC(C)C)C.CO.O, predict the reaction product. The product is: [CH3:1][C:2]1([CH3:12])[O:6][C@@H:5]2[C@@H:7]([CH3:11])[CH2:8][C@H:9]([OH:10])[C@@H:4]2[O:3]1. (5) Given the reactants Br[C:2]1[CH:7]=[CH:6][C:5]([S:8]([NH:11][CH3:12])(=[O:10])=[O:9])=[CH:4][C:3]=1[F:13].[C:14]([C:16]1[N:20]([CH3:21])[C:19](B(O)O)=[CH:18][CH:17]=1)#[N:15].[F-].[K+].C(P(C(C)(C)C)C(C)(C)C)(C)(C)C, predict the reaction product. The product is: [C:14]([C:16]1[N:20]([CH3:21])[C:19]([C:2]2[CH:7]=[CH:6][C:5]([S:8]([NH:11][CH3:12])(=[O:10])=[O:9])=[CH:4][C:3]=2[F:13])=[CH:18][CH:17]=1)#[N:15]. (6) The product is: [Br:1][C:2]1[CH:14]=[C:13]2[C:5]([C:6]3[C:7](=[O:39])[C:8]4[CH:20]=[C:19]([O:21][CH2:22][C@@H:23]([OH:24])[C@H:27]([OH:26])[CH2:28][OH:29])[CH:18]=[CH:17][C:9]=4[C:10]([CH3:15])([CH3:16])[C:11]=3[NH:12]2)=[CH:4][CH:3]=1. Given the reactants [Br:1][C:2]1[CH:14]=[C:13]2[C:5]([C:6]3[C:7](=[O:39])[C:8]4[CH:20]=[C:19]([O:21][CH2:22][C@@H:23]5[C@H:27]([C:28](C)(C)[O:29][SiH2]C(C)(C)C)[O:26]C(C)(C)[O:24]5)[CH:18]=[CH:17][C:9]=4[C:10]([CH3:16])([CH3:15])[C:11]=3[NH:12]2)=[CH:4][CH:3]=1.S(=O)(=O)(O)O.C(=O)([O-])O.[Na+], predict the reaction product. (7) The product is: [ClH:19].[Cl:19][C:20]1[CH:39]=[CH:38][C:23]([NH:24][C:25]2[C:34]3[C:29](=[CH:30][C:31]([O:37][CH2:42][C:43]4[CH:48]=[CH:47][N:46]=[C:45]([N:49]([CH3:51])[CH3:50])[CH:44]=4)=[C:32]([O:35][CH3:36])[CH:33]=3)[N:28]=[CH:27][N:26]=2)=[C:22]([F:40])[CH:21]=1. Given the reactants N(C(N1CCCCC1)=O)=NC(N1CCCCC1)=O.[Cl:19][C:20]1[CH:39]=[CH:38][C:23]([NH:24][C:25]2[C:34]3[C:29](=[CH:30][C:31]([OH:37])=[C:32]([O:35][CH3:36])[CH:33]=3)[N:28]=[CH:27][N:26]=2)=[C:22]([F:40])[CH:21]=1.O[CH2:42][C:43]1[CH:48]=[CH:47][N:46]=[C:45]([N:49]([CH3:51])[CH3:50])[CH:44]=1.C(P(CCCC)CCCC)CCC, predict the reaction product. (8) Given the reactants [CH3:1][C:2]1[N:3]=[C:4]2[CH:9]=[C:8]([O:10][CH2:11][CH2:12][N:13]3[CH2:18][CH2:17][O:16][CH2:15][CH2:14]3)[CH:7]=[CH:6][N:5]2[C:19]=1[C:20]1[CH:25]=[CH:24][N:23]=[C:22]([NH:26][C:27]2[CH:35]=[CH:34][C:30]([C:31]([OH:33])=O)=[CH:29][CH:28]=2)[N:21]=1.CN(C(ON1N=NC2C=CC=NC1=2)=[N+](C)C)C.F[P-](F)(F)(F)(F)F.[C:60]1([NH2:67])[CH:65]=[CH:64][CH:63]=[CH:62][C:61]=1[NH2:66].CCN(C(C)C)C(C)C, predict the reaction product. The product is: [NH2:66][C:61]1[CH:62]=[CH:63][CH:64]=[CH:65][C:60]=1[NH:67][C:31](=[O:33])[C:30]1[CH:34]=[CH:35][C:27]([NH:26][C:22]2[N:21]=[C:20]([C:19]3[N:5]4[CH:6]=[CH:7][C:8]([O:10][CH2:11][CH2:12][N:13]5[CH2:18][CH2:17][O:16][CH2:15][CH2:14]5)=[CH:9][C:4]4=[N:3][C:2]=3[CH3:1])[CH:25]=[CH:24][N:23]=2)=[CH:28][CH:29]=1.